Task: Predict the reactants needed to synthesize the given product.. Dataset: Full USPTO retrosynthesis dataset with 1.9M reactions from patents (1976-2016) (1) Given the product [CH3:42][O:5][C:3]([C@@H:2]1[CH2:26][CH2:27][CH2:28][CH2:23][N:24]1[C:29]([C:31]1[C:40]2[C:35](=[CH:36][CH:37]=[CH:38][CH:39]=2)[CH:34]=[CH:33][N:32]=1)=[O:30])=[O:4], predict the reactants needed to synthesize it. The reactants are: F[C:2](F)(F)[C:3]([OH:5])=[O:4].C(OC(=O)CC(NC([CH:23]1[CH2:28][CH2:27][CH2:26]C[N:24]1[C:29]([C:31]1[C:40]2[C:35](=[CH:36][CH:37]=[CH:38][CH:39]=2)[CH:34]=[CH:33][N:32]=1)=[O:30])=O)C(=O)CF)(C)(C)C.[CH2:42](Cl)Cl. (2) The reactants are: [CH3:1][C:2]([C:4]1[CH:9]=[CH:8][CH:7]=[C:6]([NH2:10])[CH:5]=1)=[O:3].C(N(C(C)C)C(C)C)C.[O:20]1[CH:24]=[CH:23][CH:22]=[C:21]1[C:25](Cl)=[O:26]. Given the product [C:2]([C:4]1[CH:5]=[C:6]([NH:10][C:25]([C:21]2[O:20][CH:24]=[CH:23][CH:22]=2)=[O:26])[CH:7]=[CH:8][CH:9]=1)(=[O:3])[CH3:1], predict the reactants needed to synthesize it. (3) Given the product [N:8]1([C:6]([O:5][C:1]([CH3:4])([CH3:2])[CH3:3])=[O:7])[CH2:13][CH2:12][CH:11]([C:14]([O:16][C:19]2[CH:24]=[CH:23][CH:22]=[CH:21][N:20]=2)=[O:15])[CH2:10][CH2:9]1, predict the reactants needed to synthesize it. The reactants are: [C:1]([O:5][C:6]([N:8]1[CH2:13][CH2:12][CH:11]([C:14]([OH:16])=[O:15])[CH2:10][CH2:9]1)=[O:7])([CH3:4])([CH3:3])[CH3:2].C(=O)(O[C:19]1[CH:24]=[CH:23][CH:22]=[CH:21][N:20]=1)O[C:19]1[CH:24]=[CH:23][CH:22]=[CH:21][N:20]=1.C([O-])(O)=O.[Na+]. (4) Given the product [CH2:31]([O:30][CH2:28][C:14]1[CH:15]=[CH:16][CH:17]=[CH:18][CH:19]=1)[C:33]1[CH:18]=[CH:19][CH:14]=[CH:15][CH:16]=1, predict the reactants needed to synthesize it. The reactants are: [C:14]1(P([C:14]2[CH:19]=[CH:18][CH:17]=[CH:16][CH:15]=2)[C:14]2[CH:19]=[CH:18][CH:17]=[CH:16][CH:15]=2)[CH:19]=[CH:18][CH:17]=[CH:16][CH:15]=1.N([C:28]([O:30][CH:31]([CH3:33])C)=O)=N[C:28]([O:30][CH:31](C)[CH3:33])=O. (5) Given the product [CH:1]12[CH2:7][CH:4]([CH:5]=[CH:6]1)[CH2:3][CH:2]2[NH:8][C:9](=[S:10])[NH:11][N:12]=[CH:21][C:19]1[O:20][C:16]([N+:13]([O-:15])=[O:14])=[CH:17][CH:18]=1, predict the reactants needed to synthesize it. The reactants are: [CH:1]12[CH2:7][CH:4]([CH:5]=[CH:6]1)[CH2:3][CH:2]2[NH:8][C:9]([NH:11][NH2:12])=[S:10].[N+:13]([C:16]1[O:20][C:19]([CH:21]=O)=[CH:18][CH:17]=1)([O-:15])=[O:14]. (6) Given the product [F:1][C:2]1[CH:10]=[C:9]2[C:5]([C:6]([C:20]3[CH:21]=[N:22][N:23]([CH2:25][CH:26]4[CH2:31][N:71]([C:73]([O:75][C:76]([CH3:79])([CH3:78])[CH3:77])=[O:74])[CH2:70]4)[CH:24]=3)=[CH:7][N:8]2[S:11]([C:14]2[CH:15]=[CH:16][CH:17]=[CH:18][CH:19]=2)(=[O:13])=[O:12])=[CH:4][CH:3]=1, predict the reactants needed to synthesize it. The reactants are: [F:1][C:2]1[CH:10]=[C:9]2[C:5]([C:6]([C:20]3[CH:21]=[N:22][N:23]([CH2:25][CH:26]4[CH2:31]CN(C(OC(C)(C)C)=O)CC4)[CH:24]=3)=[CH:7][N:8]2[S:11]([C:14]2[CH:19]=[CH:18][CH:17]=[CH:16][CH:15]=2)(=[O:13])=[O:12])=[CH:4][CH:3]=1.FC1C=C2C(C(C3C=NNC=3)=CN2S(C2C=CC=CC=2)(=O)=O)=CC=1.CS(OCC1C[N:71]([C:73]([O:75][C:76]([CH3:79])([CH3:78])[CH3:77])=[O:74])[CH2:70]1)(=O)=O. (7) The reactants are: [CH2:1]([N:8]1[C:13](=[O:14])[C:12]([C:15]2[CH:20]=[CH:19][C:18]([O:21][C:22]3[C:31]4[C:26](=[CH:27][C:28]([OH:34])=[C:29]([O:32][CH3:33])[CH:30]=4)[N:25]=[CH:24][CH:23]=3)=[C:17]([F:35])[CH:16]=2)=[CH:11][N:10]=[CH:9]1)[C:2]1[CH:7]=[CH:6][CH:5]=[CH:4][CH:3]=1.Cl.Cl[CH2:38][CH2:39][N:40]1[CH:44]=[CH:43][N:42]=[CH:41]1. Given the product [N:40]1([CH2:39][CH2:38][O:34][C:28]2[CH:27]=[C:26]3[C:31]([C:22]([O:21][C:18]4[CH:19]=[CH:20][C:15]([C:12]5[C:13](=[O:14])[N:8]([CH2:1][C:2]6[CH:7]=[CH:6][CH:5]=[CH:4][CH:3]=6)[CH:9]=[N:10][CH:11]=5)=[CH:16][C:17]=4[F:35])=[CH:23][CH:24]=[N:25]3)=[CH:30][C:29]=2[O:32][CH3:33])[CH:44]=[CH:43][N:42]=[CH:41]1, predict the reactants needed to synthesize it. (8) Given the product [C:1]12([CH2:11][N:12]3[CH2:13][C@H:14]([C:16]4[CH:17]=[CH:18][CH:19]=[CH:20][CH:21]=4)[O:15][C:30]3=[O:32])[CH2:8][CH:7]3[CH2:6][CH:5]([CH2:4][CH:3]([CH2:9]3)[CH2:2]1)[CH2:10]2, predict the reactants needed to synthesize it. The reactants are: [C:1]12([CH2:11][NH:12][CH2:13][C@H:14]([C:16]3[CH:21]=[CH:20][CH:19]=[CH:18][CH:17]=3)[OH:15])[CH2:10][CH:5]3[CH2:6][CH:7]([CH2:9][CH:3]([CH2:4]3)[CH2:2]1)[CH2:8]2.CCN(CC)CC.Cl[C:30](Cl)([O:32]C(=O)OC(Cl)(Cl)Cl)Cl. (9) The reactants are: [Cl:1][C:2]1[CH:3]=[C:4]([CH:9]2[CH:13]([CH:14]([O:16][C:17]3[CH:22]=[CH:21][C:20]([C:23]([F:26])([F:25])[F:24])=[CH:19][CH:18]=3)[CH3:15])[CH2:12][NH:11][CH2:10]2)[CH:5]=[CH:6][C:7]=1[Cl:8].CCN(CC)CC.[Br:34][CH2:35][C:36](Cl)=[O:37]. Given the product [Br:34][CH2:35][C:36]([N:11]1[CH2:12][CH:13]([CH:14]([O:16][C:17]2[CH:18]=[CH:19][C:20]([C:23]([F:25])([F:26])[F:24])=[CH:21][CH:22]=2)[CH3:15])[CH:9]([C:4]2[CH:5]=[CH:6][C:7]([Cl:8])=[C:2]([Cl:1])[CH:3]=2)[CH2:10]1)=[O:37], predict the reactants needed to synthesize it. (10) Given the product [CH2:17]([NH:21][CH2:15][C:5]1[C:6]2[C:11](=[CH:10][CH:9]=[CH:8][CH:7]=2)[C:12]([O:13][CH3:14])=[C:3]([O:2][CH3:1])[CH:4]=1)[CH2:18][CH2:19][CH3:20], predict the reactants needed to synthesize it. The reactants are: [CH3:1][O:2][C:3]1[CH:4]=[C:5]([CH:15]=O)[C:6]2[C:11]([C:12]=1[O:13][CH3:14])=[CH:10][CH:9]=[CH:8][CH:7]=2.[CH2:17]([NH2:21])[CH2:18][CH2:19][CH3:20].